This data is from Reaction yield outcomes from USPTO patents with 853,638 reactions. The task is: Predict the reaction yield, written as a fraction of the theoretical maximum amount of product (1.0 means a 100% yield; for example, 0.34 means a 34% yield). (1) The reactants are C(N1C=CN=C1)(N1C=CN=C1)=O.[CH:13]1([C:19]2[C:20]3[CH:21]=[CH:22][C:23]([C:43]([OH:45])=O)=[CH:24][C:25]=3[N:26]3[CH2:32][C:31]([C:33]([O:35][CH3:36])=[O:34])=[CH:30][C:29]4[CH:37]=[C:38]([O:41][CH3:42])[CH:39]=[CH:40][C:28]=4[C:27]=23)[CH2:18][CH2:17][CH2:16][CH2:15][CH2:14]1.[S:46]([NH2:50])([NH2:49])(=[O:48])=[O:47].C1CCN2C(=NCCC2)CC1. The catalyst is C1COCC1.CCOC(C)=O.C(Cl)Cl. The product is [NH2:49][S:46]([NH:50][C:43]([C:23]1[CH:22]=[CH:21][C:20]2[C:19]([CH:13]3[CH2:14][CH2:15][CH2:16][CH2:17][CH2:18]3)=[C:27]3[C:28]4[CH:40]=[CH:39][C:38]([O:41][CH3:42])=[CH:37][C:29]=4[CH:30]=[C:31]([C:33]([O:35][CH3:36])=[O:34])[CH2:32][N:26]3[C:25]=2[CH:24]=1)=[O:45])(=[O:48])=[O:47]. The yield is 0.910. (2) The reactants are [CH3:1][C:2]([O:41][CH2:42][C@@H:43]1[CH2:45][O:44]1)([CH3:40])[CH2:3][N:4]1[CH:8]=[CH:7][C:6]([NH:9][C:10]([CH:12]2[CH:16]([C:17]3[CH:22]=[CH:21][CH:20]=[C:19]([Cl:23])[C:18]=3[F:24])[C:15]([C:27]3[CH:32]=[CH:31][C:30]([Cl:33])=[CH:29][C:28]=3[F:34])([C:25]#[N:26])[CH:14]([CH2:35][C:36]([CH3:39])([CH3:38])[CH3:37])[NH:13]2)=[O:11])=[N:5]1.[CH3:46][NH2:47]. The catalyst is C(O)(C)C. The product is [OH:44][C@@H:43]([CH2:45][NH:47][CH3:46])[CH2:42][O:41][C:2]([CH3:40])([CH3:1])[CH2:3][N:4]1[CH:8]=[CH:7][C:6]([NH:9][C:10]([CH:12]2[CH:16]([C:17]3[CH:22]=[CH:21][CH:20]=[C:19]([Cl:23])[C:18]=3[F:24])[C:15]([C:27]3[CH:32]=[CH:31][C:30]([Cl:33])=[CH:29][C:28]=3[F:34])([C:25]#[N:26])[CH:14]([CH2:35][C:36]([CH3:37])([CH3:39])[CH3:38])[NH:13]2)=[O:11])=[N:5]1. The yield is 0.162. (3) The yield is 0.870. No catalyst specified. The reactants are [Cl:1][C:2]1[CH:11]=[C:10]([Cl:12])[C:9]([N:13]2[CH:17]=[CH:16][CH:15]=[N:14]2)=[CH:8][C:3]=1[C:4](OC)=[O:5].[NH3:18]. The product is [Cl:1][C:2]1[CH:11]=[C:10]([Cl:12])[C:9]([N:13]2[CH:17]=[CH:16][CH:15]=[N:14]2)=[CH:8][C:3]=1[C:4]([NH2:18])=[O:5]. (4) The reactants are [CH3:1][N:2]1[CH:6]=[CH:5][N:4]=[CH:3]1.[Cl:7][CH2:8][CH:9]([OH:12])[CH2:10][OH:11]. The catalyst is CO. The product is [Cl-:7].[OH:12][CH:9]([CH2:10][OH:11])[CH2:8][N+:4]1[CH:5]=[CH:6][N:2]([CH3:1])[CH:3]=1. The yield is 1.00. (5) The reactants are CC[N:3](C(C)C)C(C)C.Br[CH2:11][C:12]([C:14]1[CH:19]=[CH:18][C:17]([Br:20])=[CH:16][CH:15]=1)=O.[C:21]([O:25][C:26]([N:28]1[CH2:32][C@@H:31]([CH3:33])[CH2:30][C@H]1C(O)=O)=[O:27])([CH3:24])([CH3:23])[CH3:22].[C:37](#[N:39])[CH3:38]. No catalyst specified. The product is [Br:20][C:17]1[CH:18]=[CH:19][C:14]([C:12]2[NH:3][C:37]([C@@H:38]3[CH2:30][C@H:31]([CH3:33])[CH2:32][N:28]3[C:26]([O:25][C:21]([CH3:24])([CH3:23])[CH3:22])=[O:27])=[N:39][CH:11]=2)=[CH:15][CH:16]=1. The yield is 0.590.